Dataset: Full USPTO retrosynthesis dataset with 1.9M reactions from patents (1976-2016). Task: Predict the reactants needed to synthesize the given product. (1) Given the product [C:38]([CH2:37][N:17]([CH2:18][C:19]1[CH:24]=[C:23]([C:25](=[O:36])[NH:26][CH2:27][C:28]2[CH:33]=[CH:32][C:31]([F:34])=[C:30]([CH3:35])[CH:29]=2)[N:22]=[CH:21][N:20]=1)[CH:13]1[C:14]2[C:10](=[C:9]([CH3:45])[C:8]([C:6]([OH:7])=[O:5])=[CH:16][CH:15]=2)[CH2:11][CH2:12]1)([OH:40])=[O:39], predict the reactants needed to synthesize it. The reactants are: C([O:5][C:6]([C:8]1[C:9]([CH3:45])=[C:10]2[C:14](=[CH:15][CH:16]=1)[CH:13]([N:17]([CH2:37][C:38]([O:40]C(C)(C)C)=[O:39])[CH2:18][C:19]1[CH:24]=[C:23]([C:25](=[O:36])[NH:26][CH2:27][C:28]3[CH:33]=[CH:32][C:31]([F:34])=[C:30]([CH3:35])[CH:29]=3)[N:22]=[CH:21][N:20]=1)[CH2:12][CH2:11]2)=[O:7])(C)(C)C.FC(F)(F)C(O)=O. (2) Given the product [CH2:1]([O:8][C:9]1[CH:10]=[C:11]([O:21][C:22]2[CH:27]=[CH:26][C:25]([S:28]([CH3:31])(=[O:30])=[O:29])=[CH:24][CH:23]=2)[CH:12]=[C:13]2[C:17]=1[NH:16][C:15]([C:18]1[S:20][C:34]([C:35]([O:37][CH2:38][CH3:39])=[O:36])=[CH:40][N:19]=1)=[CH:14]2)[C:2]1[CH:7]=[CH:6][CH:5]=[CH:4][CH:3]=1, predict the reactants needed to synthesize it. The reactants are: [CH2:1]([O:8][C:9]1[CH:10]=[C:11]([O:21][C:22]2[CH:27]=[CH:26][C:25]([S:28]([CH3:31])(=[O:30])=[O:29])=[CH:24][CH:23]=2)[CH:12]=[C:13]2[C:17]=1[NH:16][C:15]([C:18](=[S:20])[NH2:19])=[CH:14]2)[C:2]1[CH:7]=[CH:6][CH:5]=[CH:4][CH:3]=1.[K].Cl[CH:34]([CH:40]=O)[C:35]([O:37][CH2:38][CH3:39])=[O:36].C(O)(=O)C.CN(C)C(=O)C. (3) The reactants are: [C:1]1([C:7]2[CH:8]=[CH:9][C:10]([C:19](OCC)=[O:20])=[N:11][C:12]=2[C:13]2[CH:18]=[CH:17][CH:16]=[CH:15][CH:14]=2)[CH:6]=[CH:5][CH:4]=[CH:3][CH:2]=1.CC(C[AlH]CC(C)C)C. Given the product [C:1]1([C:7]2[CH:8]=[CH:9][C:10]([CH:19]=[O:20])=[N:11][C:12]=2[C:13]2[CH:14]=[CH:15][CH:16]=[CH:17][CH:18]=2)[CH:2]=[CH:3][CH:4]=[CH:5][CH:6]=1, predict the reactants needed to synthesize it. (4) Given the product [CH2:1]([O:3][C:4]1[CH:5]=[C:6]([CH2:7][N:8]2[CH2:9][CH2:10][CH:11]([NH:14][C:15](=[O:25])[C:16]3[CH:21]=[C:20]([O:22][CH3:23])[CH:19]=[C:18]([OH:24])[CH:17]=3)[CH2:12][CH2:13]2)[CH:26]=[C:27]([O:30][CH2:31][CH3:32])[C:28]=1[C:47]1[CH:52]=[CH:51][C:50]([F:53])=[CH:49][CH:48]=1)[CH3:2], predict the reactants needed to synthesize it. The reactants are: [CH2:1]([O:3][C:4]1[CH:5]=[C:6]([CH:26]=[C:27]([O:30][CH2:31][CH3:32])[C:28]=1F)[CH2:7][N:8]1[CH2:13][CH2:12][CH:11]([NH:14][C:15](=[O:25])[C:16]2[CH:21]=[C:20]([O:22][CH3:23])[CH:19]=[C:18]([OH:24])[CH:17]=2)[CH2:10][CH2:9]1)[CH3:2].C(OC1C=C(C=O)C=C(OCC)C=1[C:47]1[CH:52]=[CH:51][C:50]([F:53])=[CH:49][CH:48]=1)C.C([BH3-])#N.[Na+].C(N(C(C)C)C(C)C)C. (5) Given the product [Cl:1][C:2]1[CH:9]=[C:8]([O:19][CH2:18][CH2:17][O:16][CH2:15][CH2:14][O:13][CH3:12])[C:7]([F:11])=[CH:6][C:3]=1[CH:4]=[O:5], predict the reactants needed to synthesize it. The reactants are: [Cl:1][C:2]1[CH:9]=[C:8](F)[C:7]([F:11])=[CH:6][C:3]=1[CH:4]=[O:5].[CH3:12][O:13][CH2:14][CH2:15][O:16][CH2:17][CH2:18][OH:19].C(=O)([O-])[O-].[Cs+].[Cs+].O.